From a dataset of Peptide-MHC class II binding affinity with 134,281 pairs from IEDB. Regression. Given a peptide amino acid sequence and an MHC pseudo amino acid sequence, predict their binding affinity value. This is MHC class II binding data. (1) The binding affinity (normalized) is 0.499. The peptide sequence is SARLRLLRDRLVEGV. The MHC is HLA-DPA10103-DPB10301 with pseudo-sequence HLA-DPA10103-DPB10301. (2) The peptide sequence is LVVGIYDEPMTPGQC. The MHC is DRB4_0101 with pseudo-sequence DRB4_0103. The binding affinity (normalized) is 0.415. (3) The peptide sequence is EKAYFAATQFEPLAA. The MHC is HLA-DPA10103-DPB10401 with pseudo-sequence HLA-DPA10103-DPB10401. The binding affinity (normalized) is 0.945. (4) The peptide sequence is YFVGKMYFNLIDT. The MHC is DRB1_1101 with pseudo-sequence DRB1_1101. The binding affinity (normalized) is 0.254. (5) The peptide sequence is SSKAATAKAPGLVPK. The MHC is HLA-DQA10501-DQB10201 with pseudo-sequence HLA-DQA10501-DQB10201. The binding affinity (normalized) is 0.0653. (6) The peptide sequence is PEHRQLANAIFKLTYQN. The MHC is DRB1_0405 with pseudo-sequence DRB1_0405. The binding affinity (normalized) is 0.399. (7) The peptide sequence is AIKAGTGGAYESYKF. The MHC is DRB1_0802 with pseudo-sequence DRB1_0802. The binding affinity (normalized) is 0.361.